From a dataset of Forward reaction prediction with 1.9M reactions from USPTO patents (1976-2016). Predict the product of the given reaction. Given the reactants [Cl:1]N1C(=O)CCC1=O.[Br:9][C:10]1[C:11]([CH3:17])=[C:12]([CH:14]=[CH:15][CH:16]=1)[NH2:13], predict the reaction product. The product is: [Br:9][C:10]1[C:11]([CH3:17])=[C:12]([C:14]([Cl:1])=[CH:15][CH:16]=1)[NH2:13].